The task is: Predict the reactants needed to synthesize the given product.. This data is from Full USPTO retrosynthesis dataset with 1.9M reactions from patents (1976-2016). (1) Given the product [F:34][C:2]([F:1])([F:33])[C:3]1[CH:28]=[C:27]([C:29]([F:31])([F:32])[F:30])[CH:26]=[CH:25][C:4]=1[CH2:5][O:6][C:7]1[CH:15]=[CH:14][C:13]2[NH:12][C:11]3[CH:16]([CH2:19][C:20]([OH:22])=[O:21])[CH2:17][CH2:18][C:10]=3[C:9]=2[CH:8]=1, predict the reactants needed to synthesize it. The reactants are: [F:1][C:2]([F:34])([F:33])[C:3]1[CH:28]=[C:27]([C:29]([F:32])([F:31])[F:30])[CH:26]=[CH:25][C:4]=1[CH2:5][O:6][C:7]1[CH:15]=[CH:14][C:13]2[NH:12][C:11]3[CH:16]([CH2:19][C:20]([O:22]CC)=[O:21])[CH2:17][CH2:18][C:10]=3[C:9]=2[CH:8]=1.[OH-].[Na+]. (2) The reactants are: Br[C:2]1[CH:3]=[C:4]([C:12]2[N:16]([CH2:17][CH:18]3[CH2:23][CH2:22][CH2:21][CH2:20][CH2:19]3)[C:15]([CH3:24])=[C:14]([C:25]([O:27][CH2:28][CH3:29])=[O:26])[CH:13]=2)[CH:5]=[C:6]([C:8]([CH3:11])([CH3:10])[CH3:9])[CH:7]=1.[CH:30]1(B(O)O)[CH2:32][CH2:31]1.C1(P(C2CCCCC2)C2CCCCC2)CCCCC1.[O-]P([O-])([O-])=O.[K+].[K+].[K+]. Given the product [C:8]([C:6]1[CH:5]=[C:4]([C:12]2[N:16]([CH2:17][CH:18]3[CH2:19][CH2:20][CH2:21][CH2:22][CH2:23]3)[C:15]([CH3:24])=[C:14]([C:25]([O:27][CH2:28][CH3:29])=[O:26])[CH:13]=2)[CH:3]=[C:2]([CH:30]2[CH2:32][CH2:31]2)[CH:7]=1)([CH3:11])([CH3:10])[CH3:9], predict the reactants needed to synthesize it. (3) The reactants are: Br[C:2]1[CH:11]=[C:10]2[C:5]([CH:6]=[CH:7][N:8]=[C:9]2[Cl:12])=[CH:4][CH:3]=1.[Li]CCCC.[C:18](=[O:20])=[O:19].[OH-].[Na+]. Given the product [Cl:12][C:9]1[C:10]2[C:5](=[CH:4][CH:3]=[C:2]([C:18]([OH:20])=[O:19])[CH:11]=2)[CH:6]=[CH:7][N:8]=1, predict the reactants needed to synthesize it. (4) Given the product [C:1]([C:4]1[CH:5]=[N:6][C:7]2[C:12]([C:13]=1[NH:14][C:15]1[CH:16]=[CH:17][C:18]([N:21]3[CH2:26][CH2:25][CH2:24][C@@H:23]([NH:27][C:28](=[O:34])[O:29][C:30]([CH3:31])([CH3:33])[CH3:32])[CH2:22]3)=[N:19][CH:20]=1)=[N:11][C:10]([C:41]1[CH:40]=[C:39]([F:52])[C:38]([OH:53])=[C:37]([Cl:36])[CH:42]=1)=[CH:9][CH:8]=2)(=[O:3])[CH3:2], predict the reactants needed to synthesize it. The reactants are: [C:1]([C:4]1[CH:5]=[N:6][C:7]2[C:12]([C:13]=1[NH:14][C:15]1[CH:16]=[CH:17][C:18]([N:21]3[CH2:26][CH2:25][CH2:24][C@@H:23]([NH:27][C:28](=[O:34])[O:29][C:30]([CH3:33])([CH3:32])[CH3:31])[CH2:22]3)=[N:19][CH:20]=1)=[N:11][C:10](Cl)=[CH:9][CH:8]=2)(=[O:3])[CH3:2].[Cl:36][C:37]1[CH:42]=[C:41](B2OC(C)(C)C(C)(C)O2)[CH:40]=[C:39]([F:52])[C:38]=1[OH:53]. (5) The reactants are: [C:1]([C:3]1[CH:4]=[C:5](B(O)O)[CH:6]=[CH:7][CH:8]=1)#[N:2].Br[C:13]1[CH:18]=[CH:17][C:16]([C:19]2[O:20][C:21]([CH3:31])=[C:22]([CH2:24][CH2:25][N:26]3[CH2:30][CH2:29][CH2:28][CH2:27]3)[N:23]=2)=[CH:15][CH:14]=1. Given the product [CH3:31][C:21]1[O:20][C:19]([C:16]2[CH:17]=[CH:18][C:13]([C:7]3[CH:6]=[CH:5][CH:4]=[C:3]([C:1]#[N:2])[CH:8]=3)=[CH:14][CH:15]=2)=[N:23][C:22]=1[CH2:24][CH2:25][N:26]1[CH2:30][CH2:29][CH2:28][CH2:27]1, predict the reactants needed to synthesize it. (6) Given the product [F:8][C:5]1[CH:6]=[CH:7][C:2]([NH:10][NH2:11])=[N:3][CH:4]=1, predict the reactants needed to synthesize it. The reactants are: Cl[C:2]1[CH:7]=[CH:6][C:5]([F:8])=[CH:4][N:3]=1.O.[NH2:10][NH2:11]. (7) Given the product [NH2:1][C:2]1[N:7]=[C:6]([S:8]([NH:11][C:12]([C:14]2[C:15]([N:25]3[CH2:26][C@@H:27]([CH3:29])[CH2:28][C:24]3([CH3:30])[CH3:23])=[N:16][C:17]([Cl:20])=[N:18][CH:19]=2)=[O:13])(=[O:10])=[O:9])[CH:5]=[CH:4][CH:3]=1, predict the reactants needed to synthesize it. The reactants are: [NH2:1][C:2]1[N:7]=[C:6]([S:8]([NH:11][C:12]([C:14]2[C:15](Cl)=[N:16][C:17]([Cl:20])=[N:18][CH:19]=2)=[O:13])(=[O:10])=[O:9])[CH:5]=[CH:4][CH:3]=1.Cl.[CH3:23][C:24]1([CH3:30])[CH2:28][C@H:27]([CH3:29])[CH2:26][NH:25]1.C(=O)([O-])[O-].[K+].[K+]. (8) Given the product [CH3:11][O:12][C:13]1[CH:18]=[CH:17][CH:16]=[C:15]([O:19][CH3:20])[C:14]=1[C:21](=[CH2:1])[C:22]([O:24][CH2:25][CH3:26])=[O:23], predict the reactants needed to synthesize it. The reactants are: [CH3:1][Si]([N-][Si](C)(C)C)(C)C.[K+].[CH3:11][O:12][C:13]1[CH:18]=[CH:17][CH:16]=[C:15]([O:19][CH3:20])[C:14]=1[C:21](=O)[C:22]([O:24][CH2:25][CH3:26])=[O:23]. (9) Given the product [C:1]([B-:3]([C:8]#[N:9])([C:6]#[N:7])[C:4]#[N:5])#[N:2].[CH3:12][N+:13]1([CH2:19][CH2:20][CH2:21][CH2:22][CH2:23][CH2:24][CH2:25][CH3:26])[CH2:14][CH2:15][CH2:16][CH2:17][CH2:18]1, predict the reactants needed to synthesize it. The reactants are: [C:1]([B-:3]([C:8]#[N:9])([C:6]#[N:7])[C:4]#[N:5])#[N:2].[K+].[Br-].[CH3:12][N+:13]1([CH2:19][CH2:20][CH2:21][CH2:22][CH2:23][CH2:24][CH2:25][CH3:26])[CH2:18][CH2:17][CH2:16][CH2:15][CH2:14]1. (10) Given the product [Cl:1][C:2]1[CH:7]=[CH:6][CH:5]=[C:4]([F:8])[C:3]=1[NH:9][C:10]1[N:14]([CH3:15])[C:13]2[C:16]3[CH2:17][C:18]([CH3:26])([CH3:27])[O:19][C:20]=3[C:21]([C:23]([NH:38][C:37]3[CH:39]=[CH:40][C:34]([C:33]([F:32])([F:41])[F:42])=[CH:35][CH:36]=3)=[O:24])=[CH:22][C:12]=2[N:11]=1, predict the reactants needed to synthesize it. The reactants are: [Cl:1][C:2]1[CH:7]=[CH:6][CH:5]=[C:4]([F:8])[C:3]=1[NH:9][C:10]1[N:14]([CH3:15])[C:13]2[C:16]3[CH2:17][C:18]([CH3:27])([CH3:26])[O:19][C:20]=3[C:21]([C:23](O)=[O:24])=[CH:22][C:12]=2[N:11]=1.S(Cl)(Cl)=O.[F:32][C:33]([F:42])([F:41])[C:34]1[CH:40]=[CH:39][C:37]([NH2:38])=[CH:36][CH:35]=1.CCN(C(C)C)C(C)C.